From a dataset of Forward reaction prediction with 1.9M reactions from USPTO patents (1976-2016). Predict the product of the given reaction. (1) Given the reactants [Cl:1][C:2]1[N:7]=[C:6](Cl)[C:5]([F:9])=[CH:4][N:3]=1.[NH2:10][N:11]1[CH:15]=[CH:14][CH:13]=[CH:12]1, predict the reaction product. The product is: [Cl:1][C:2]1[N:7]=[C:6]([NH:10][N:11]2[CH:15]=[CH:14][CH:13]=[CH:12]2)[C:5]([F:9])=[CH:4][N:3]=1. (2) Given the reactants [OH-].[Na+].[Cl:3][C:4]1[CH:36]=[N:35][CH:34]=[C:33]([Cl:37])[C:5]=1[C:6]([NH:8][C@H:9]([C:29]([O:31]C)=[O:30])[CH2:10][C:11]1[S:12][C:13]([O:16][CH2:17][CH2:18][C:19]2[CH:28]=[CH:27][C:26]3[CH2:25][CH2:24][CH2:23][NH:22][C:21]=3[N:20]=2)=[CH:14][CH:15]=1)=[O:7].Cl, predict the reaction product. The product is: [Cl:37][C:33]1[CH:34]=[N:35][CH:36]=[C:4]([Cl:3])[C:5]=1[C:6]([NH:8][C@H:9]([C:29]([OH:31])=[O:30])[CH2:10][C:11]1[S:12][C:13]([O:16][CH2:17][CH2:18][C:19]2[CH:28]=[CH:27][C:26]3[CH2:25][CH2:24][CH2:23][NH:22][C:21]=3[N:20]=2)=[CH:14][CH:15]=1)=[O:7]. (3) Given the reactants I[C:2]1[C:10]2[C:5](=[N:6][CH:7]=[N:8][C:9]=2[NH2:11])[N:4]([C@H:12]2[CH2:17][CH2:16][C@@H:15]([N:18]3[CH2:23][CH2:22][N:21]([CH3:24])[CH2:20][CH2:19]3)[CH2:14][CH2:13]2)[N:3]=1.CC1(C)C(C)(C)OB([C:33]2[CH:38]=[CH:37][C:36]([C:39]3[N:40]=[C:41]4[CH:46]=[CH:45][CH:44]=[CH:43][N:42]4[CH:47]=3)=[CH:35][CH:34]=2)O1, predict the reaction product. The product is: [N:40]1[C:39]([C:36]2[CH:37]=[CH:38][C:33]([C:2]3[C:10]4[C:5](=[N:6][CH:7]=[N:8][C:9]=4[NH2:11])[N:4]([C@H:12]4[CH2:17][CH2:16][C@@H:15]([N:18]5[CH2:23][CH2:22][N:21]([CH3:24])[CH2:20][CH2:19]5)[CH2:14][CH2:13]4)[N:3]=3)=[CH:34][CH:35]=2)=[CH:47][N:42]2[CH:43]=[CH:44][CH:45]=[CH:46][C:41]=12. (4) Given the reactants N[CH2:2][C@@H:3]1[CH2:21][NH:20][C:7]2[C:8]3[C:9]4[CH:10]=[CH:11][C:12]([Cl:19])=[N:13][C:14]=4[CH:15]=[CH:16][C:17]=3[S:18][C:6]=2[C:5](=[O:22])[NH:4]1.C=O.[C:25](O)(=O)C.[C:29]([BH3-])#[N:30].[Na+], predict the reaction product. The product is: [Cl:19][C:12]1[CH:11]=[CH:10][C:9]2[C:8]3[C:7]4[NH:20][CH2:21][C@@H:3]([CH2:2][N:30]([CH3:29])[CH3:25])[NH:4][C:5](=[O:22])[C:6]=4[S:18][C:17]=3[CH:16]=[CH:15][C:14]=2[N:13]=1. (5) Given the reactants [O:1]1[CH:5]=[CH:4][CH:3]=[C:2]1[CH2:6][C:7]([OH:9])=[O:8].C(=O)([O-])[O-].[K+].[K+].C(=O)([O-])[O-].[Cs+].[Cs+].I[CH2:23][CH3:24], predict the reaction product. The product is: [O:1]1[CH:5]=[CH:4][CH:3]=[C:2]1[CH2:6][C:7]([O:9][CH2:23][CH3:24])=[O:8].